This data is from Reaction yield outcomes from USPTO patents with 853,638 reactions. The task is: Predict the reaction yield, written as a fraction of the theoretical maximum amount of product (1.0 means a 100% yield; for example, 0.34 means a 34% yield). (1) The reactants are [C:1]([C:5]1[CH:10]=[CH:9][CH:8]=[CH:7][C:6]=1[N:11]1[CH2:15][CH2:14][CH2:13][CH2:12]1)([CH3:4])([CH3:3])[CH3:2].OS(O)(=O)=O.[N+:21]([O-])([O-:23])=[O:22].[K+]. No catalyst specified. The product is [C:1]([C:5]1[CH:10]=[CH:9][C:8]([N+:21]([O-:23])=[O:22])=[CH:7][C:6]=1[N:11]1[CH2:12][CH2:13][CH2:14][CH2:15]1)([CH3:4])([CH3:2])[CH3:3]. The yield is 0.760. (2) The reactants are [Cl:1][C:2]1[N:7]=[C:6]([N:8]2C(=O)C3C(=CC=CC=3)C2=O)[CH:5]=[C:4]([CH3:19])[C:3]=1[CH3:20]. The catalyst is N.CO.O. The product is [Cl:1][C:2]1[N:7]=[C:6]([NH2:8])[CH:5]=[C:4]([CH3:19])[C:3]=1[CH3:20]. The yield is 0.460. (3) The reactants are [O:1]([C:8]1[CH:9]=[C:10]([NH:14][CH2:15][C:16]2[CH:21]=[CH:20][CH:19]=[C:18]([O:22][C:23]([F:28])([F:27])[CH:24]([F:26])[F:25])[CH:17]=2)[CH:11]=[CH:12][CH:13]=1)[C:2]1[CH:7]=[CH:6][CH:5]=[CH:4][CH:3]=1.[F:29][C:30]([F:36])([F:35])S([O-])(=[O:49])=[O:49].[Yb+3].[F:29][C:30]([F:36])([F:35])S([O-])(=O)=O.[F:29][C:30]([F:36])([F:35])S([O-])(=O)=[O:49].[C:54](#N)[CH3:55]. The catalyst is O.C(OCC)(=O)C. The product is [O:1]([C:8]1[CH:9]=[C:10]([N:14]([CH2:15][C:16]2[CH:21]=[CH:20][CH:19]=[C:18]([O:22][C:23]([F:27])([F:28])[CH:24]([F:25])[F:26])[CH:17]=2)[CH2:55][C@@H:54]([OH:49])[C:30]([F:36])([F:35])[F:29])[CH:11]=[CH:12][CH:13]=1)[C:2]1[CH:7]=[CH:6][CH:5]=[CH:4][CH:3]=1. The yield is 0.630. (4) The reactants are [CH3:1][O:2][C:3]1[CH:8]=[CH:7][C:6]([N:9]2[CH:13]=[C:12]([CH:14]=O)[CH:11]=[N:10]2)=[CH:5][CH:4]=1.II.[OH-].[NH4+:19]. The catalyst is O1CCCC1.S([O-])([O-])(=O)=S.[Na+].[Na+]. The product is [CH3:1][O:2][C:3]1[CH:8]=[CH:7][C:6]([N:9]2[CH:13]=[C:12]([C:14]#[N:19])[CH:11]=[N:10]2)=[CH:5][CH:4]=1. The yield is 1.00. (5) The reactants are Br[C:2]1[C:12]([CH3:13])=[CH:11][C:5]2[O:6][C:7]([F:10])([F:9])[O:8][C:4]=2[CH:3]=1.ClC1C=CC(C(F)(F)F)=CC=1OC1[CH:19]=[CH:20][C:21]([N+:24]([O-])=O)=[N:22][CH:23]=1.P([O-])([O-])([O-])=O.[K+].[K+].[K+].O1CCOC[CH2:44]1.C(#N)C.O. No catalyst specified. The product is [F:9][C:7]1([F:10])[O:8][C:4]2[CH:3]=[C:2]([CH3:44])[C:12]([C:13]3[CH:19]=[CH:20][C:21]([NH2:24])=[N:22][CH:23]=3)=[CH:11][C:5]=2[O:6]1. The yield is 0.900.